The task is: Regression. Given a peptide amino acid sequence and an MHC pseudo amino acid sequence, predict their binding affinity value. This is MHC class I binding data.. This data is from Peptide-MHC class I binding affinity with 185,985 pairs from IEDB/IMGT. (1) The peptide sequence is YTENTSSYY. The MHC is HLA-B15:01 with pseudo-sequence HLA-B15:01. The binding affinity (normalized) is 0.0714. (2) The peptide sequence is KYNQGQYM. The MHC is Mamu-B08 with pseudo-sequence Mamu-B08. The binding affinity (normalized) is 0. (3) The peptide sequence is RFRCVGPAP. The MHC is HLA-B27:05 with pseudo-sequence HLA-B27:05. The binding affinity (normalized) is 0.0847.